This data is from Catalyst prediction with 721,799 reactions and 888 catalyst types from USPTO. The task is: Predict which catalyst facilitates the given reaction. (1) Reactant: [F:1][C:2]1[CH:3]=[CH:4][C:5]([NH:8][NH2:9])=[N:6][CH:7]=1.Cl.[N:11]1([CH2:16][CH2:17][C:18](O)=[O:19])[CH2:15][CH2:14][CH2:13][CH2:12]1.C(Cl)CCl.C1C=CC2N(O)N=NC=2C=1.C(N(CC)CC)C. Product: [F:1][C:2]1[CH:3]=[CH:4][C:5]([NH:8][NH:9][C:18](=[O:19])[CH2:17][CH2:16][N:11]2[CH2:15][CH2:14][CH2:13][CH2:12]2)=[N:6][CH:7]=1. The catalyst class is: 3. (2) Reactant: [C:1]([OH:9])(=O)[CH2:2][CH2:3][CH2:4][CH2:5][CH2:6][CH3:7].C(N(C(C)C)CC)(C)C.[Si:19]([O:36][CH2:37][CH2:38][CH2:39][CH2:40][CH2:41][NH:42][CH:43]([CH3:45])[CH3:44])([C:32]([CH3:35])([CH3:34])[CH3:33])([C:26]1[CH:31]=[CH:30][CH:29]=[CH:28][CH:27]=1)[C:20]1[CH:25]=[CH:24][CH:23]=[CH:22][CH:21]=1.C(N=C=NCCCN(C)C)C. Product: [Si:19]([O:36][CH2:37][CH2:38][CH2:39][CH2:40][CH2:41][N:42]([CH:43]([CH3:45])[CH3:44])[C:1](=[O:9])[CH2:2][CH2:3][CH2:4][CH2:5][CH2:6][CH3:7])([C:32]([CH3:34])([CH3:35])[CH3:33])([C:26]1[CH:27]=[CH:28][CH:29]=[CH:30][CH:31]=1)[C:20]1[CH:21]=[CH:22][CH:23]=[CH:24][CH:25]=1. The catalyst class is: 31. (3) Reactant: C[O:2][C:3](=[O:33])[CH2:4][CH2:5][NH:6][C:7]([C:9]1[S:10][C:11]([CH:14]([O:16][C:17]2[CH:22]=[CH:21][C:20]([C:23]3[CH:28]=[CH:27][C:26]([C:29]([F:32])([F:31])[F:30])=[CH:25][CH:24]=3)=[CH:19][CH:18]=2)[CH3:15])=[CH:12][CH:13]=1)=[O:8].[OH-].[Na+].Cl. Product: [F:31][C:29]([F:30])([F:32])[C:26]1[CH:25]=[CH:24][C:23]([C:20]2[CH:19]=[CH:18][C:17]([O:16][CH:14]([C:11]3[S:10][C:9]([C:7]([NH:6][CH2:5][CH2:4][C:3]([OH:33])=[O:2])=[O:8])=[CH:13][CH:12]=3)[CH3:15])=[CH:22][CH:21]=2)=[CH:28][CH:27]=1. The catalyst class is: 5.